Dataset: Forward reaction prediction with 1.9M reactions from USPTO patents (1976-2016). Task: Predict the product of the given reaction. (1) Given the reactants [CH2:1]([O:3][C:4](=[O:27])[C:5]1[CH:10]=[C:9]([F:11])[C:8]([N:12]2[CH2:16][CH2:15][C@H:14]([NH:17][C:18]([O:20][C:21]([CH3:24])([CH3:23])[CH3:22])=[O:19])[CH2:13]2)=[C:7]([Cl:25])[C:6]=1F)[CH3:2].[CH:28]([NH2:32])([CH2:30][CH3:31])[CH3:29], predict the reaction product. The product is: [CH2:1]([O:3][C:4](=[O:27])[C:5]1[CH:10]=[C:9]([F:11])[C:8]([N:12]2[CH2:16][CH2:15][C@H:14]([NH:17][C:18]([O:20][C:21]([CH3:24])([CH3:23])[CH3:22])=[O:19])[CH2:13]2)=[C:7]([Cl:25])[C:6]=1[NH:32][CH:28]([CH2:30][CH3:31])[CH3:29])[CH3:2]. (2) Given the reactants [C:1]([C:3]1[CH:29]=[CH:28][C:6]([O:7][C:8]2[CH:9]=[C:10]([CH:14]=[C:15]([O:17][CH2:18][C:19]3[CH:24]=[CH:23][CH:22]=[C:21]([N+:25]([O-:27])=[O:26])[CH:20]=3)[CH:16]=2)[C:11]([OH:13])=O)=[CH:5][CH:4]=1)#[N:2].[C:30]([O:34][C:35](=[O:44])[NH:36][CH:37]1[CH2:42][CH2:41][CH:40]([NH2:43])[CH2:39][CH2:38]1)([CH3:33])([CH3:32])[CH3:31], predict the reaction product. The product is: [C:30]([O:34][C:35](=[O:44])[NH:36][CH:37]1[CH2:38][CH2:39][CH:40]([NH:43][C:11](=[O:13])[C:10]2[CH:14]=[C:15]([O:17][CH2:18][C:19]3[CH:24]=[CH:23][CH:22]=[C:21]([N+:25]([O-:27])=[O:26])[CH:20]=3)[CH:16]=[C:8]([O:7][C:6]3[CH:28]=[CH:29][C:3]([C:1]#[N:2])=[CH:4][CH:5]=3)[CH:9]=2)[CH2:41][CH2:42]1)([CH3:33])([CH3:31])[CH3:32]. (3) Given the reactants [CH:1]([C:4]1[CH:9]=[C:8]([CH:10]([CH3:12])[CH3:11])[CH:7]=[C:6]([CH:13]([CH3:15])[CH3:14])[C:5]=1[C:16]1[CH:21]=[CH:20][C:19]([C:22]([F:25])([F:24])[F:23])=[CH:18][CH:17]=1)([CH3:3])[CH3:2].[B-](F)(F)(F)F.[B-](F)(F)(F)F.C1[N+]2(CCl)CC[N+](F)(CC2)C1.[Li+].[Br-:48], predict the reaction product. The product is: [Br:48][C:7]1[C:6]([CH:13]([CH3:15])[CH3:14])=[C:5]([C:16]2[CH:17]=[CH:18][C:19]([C:22]([F:23])([F:24])[F:25])=[CH:20][CH:21]=2)[C:4]([CH:1]([CH3:2])[CH3:3])=[CH:9][C:8]=1[CH:10]([CH3:11])[CH3:12]. (4) The product is: [CH2:8]([C:6]1[C:5]([O:10][CH3:11])=[N:4][C:3]([CH3:12])=[C:2]([B:16]2[O:17][C:18]([CH3:20])([CH3:19])[C:14]([CH3:21])([CH3:13])[O:15]2)[CH:7]=1)[CH3:9]. Given the reactants Br[C:2]1[C:3]([CH3:12])=[N:4][C:5]([O:10][CH3:11])=[C:6]([CH2:8][CH3:9])[CH:7]=1.[CH3:13][C:14]1([CH3:21])[C:18]([CH3:20])([CH3:19])[O:17][BH:16][O:15]1.C(N(CC)CC)C, predict the reaction product. (5) Given the reactants [CH3:1][C:2]1([CH3:12])[O:6][C:5](=[CH:7][C:8](Cl)=[O:9])[C:4](=[O:11])[O:3]1.[C:13]([C:15]1[CH:24]=[CH:23][C:18]([CH2:19][NH:20][O:21][CH3:22])=[CH:17][CH:16]=1)#[N:14], predict the reaction product. The product is: [C:13]([C:15]1[CH:24]=[CH:23][C:18]([CH2:19][N:20]([O:21][CH3:22])[C:8](=[O:9])[CH:7]=[C:5]2[C:4](=[O:11])[O:3][C:2]([CH3:12])([CH3:1])[O:6]2)=[CH:17][CH:16]=1)#[N:14]. (6) The product is: [OH:1][C:2]1[CH:10]=[CH:9][C:8]([OH:11])=[CH:7][C:3]=1[C:4]([OH:6])=[O:5].[CH3:12][NH:13][C@H:14]([CH2:16]/[CH:17]=[CH:18]/[C:19]1[CH:20]=[N:21][CH:22]=[C:23]([O:25][CH3:26])[CH:24]=1)[CH3:15]. Given the reactants [OH:1][C:2]1[CH:10]=[CH:9][C:8]([OH:11])=[CH:7][C:3]=1[C:4]([OH:6])=[O:5].[CH3:12][NH:13][C@H:14]([CH2:16]/[CH:17]=[CH:18]/[C:19]1[CH:20]=[N:21][CH:22]=[C:23]([O:25][CH3:26])[CH:24]=1)[CH3:15].C(OCC)(=O)C, predict the reaction product. (7) The product is: [CH3:9][O:10][C:11]1[CH:12]=[C:13]2[CH2:22][CH:21]([CH2:23][CH:24]3[CH2:25][CH2:26][N:27]([CH2:30][C:31]4[CH:36]=[CH:35][CH:34]=[CH:33][CH:32]=4)[CH2:28][CH2:29]3)[C:19](=[O:20])[C:14]2=[CH:15][C:16]=1[O:17][CH3:18].[C:1]([O-:8])(=[O:7])/[CH:2]=[CH:3]\[C:4]([O-:6])=[O:5]. Given the reactants [C:1]([OH:8])(=[O:7])/[CH:2]=[CH:3]\[C:4]([OH:6])=[O:5].[CH3:9][O:10][C:11]1[CH:12]=[C:13]2[CH2:22][CH:21]([CH2:23][CH:24]3[CH2:29][CH2:28][N:27]([CH2:30][C:31]4[CH:32]=[CH:33][CH:34]=[CH:35][CH:36]=4)[CH2:26][CH2:25]3)[C:19](=[O:20])[C:14]2=[CH:15][C:16]=1[O:17][CH3:18].C(OCCC)CC, predict the reaction product. (8) The product is: [I:13][C:10]1[CH:11]=[CH:12][C:7]([N:6]2[CH2:2][C:3]([CH3:15])([CH3:16])[CH2:4][C:5]2=[O:14])=[N:8][CH:9]=1. Given the reactants O[CH:2]1[N:6]([C:7]2[CH:12]=[CH:11][C:10]([I:13])=[CH:9][N:8]=2)[C:5](=[O:14])[CH2:4][C:3]1([CH3:16])[CH3:15].FC(F)(F)C(OC(=O)C(F)(F)F)=O.FC(F)(F)C(O)=O.C([SiH](CC)CC)C, predict the reaction product. (9) Given the reactants [NH2:1][C:2]1[N:6]([CH2:7][C:8]2[CH:13]=[CH:12][CH:11]=[CH:10][C:9]=2[F:14])[N:5]=[C:4]([C:15]([O:17][CH2:18][CH3:19])=[O:16])[CH:3]=1.CN([C:23]([CH:25]=[CH2:26])=O)C.FC(F)(F)C(O)=O, predict the reaction product. The product is: [F:14][C:9]1[CH:10]=[CH:11][CH:12]=[CH:13][C:8]=1[CH2:7][N:6]1[C:2]2=[N:1][CH:23]=[CH:25][CH:26]=[C:3]2[C:4]([C:15]([O:17][CH2:18][CH3:19])=[O:16])=[N:5]1. (10) Given the reactants [Cl-].[Na+].[C:3]([O:7][CH3:8])(=[O:6])[CH2:4][SH:5].[C:9]([O:13][C:14]([N:16]1[CH2:21][CH2:20][CH:19](S(C)(=O)=O)[CH2:18][CH2:17]1)=[O:15])([CH3:12])([CH3:11])[CH3:10], predict the reaction product. The product is: [C:9]([O:13][C:14]([N:16]1[CH2:21][CH2:20][CH:19]([S:5][CH2:4][C:3]([O:7][CH3:8])=[O:6])[CH2:18][CH2:17]1)=[O:15])([CH3:12])([CH3:10])[CH3:11].